This data is from Full USPTO retrosynthesis dataset with 1.9M reactions from patents (1976-2016). The task is: Predict the reactants needed to synthesize the given product. Given the product [F:22][C:23]1[CH:24]=[C:25]([CH:28]=[CH:29][C:30]=1[F:31])[CH2:26][NH:27][C:3]([C:5]1[CH:14]=[CH:13][C:12]2[CH2:11][CH2:10][CH2:9][CH:8]([N:15]3[CH2:20][CH2:19][N:18]([CH3:21])[CH2:17][CH2:16]3)[C:7]=2[CH:6]=1)=[O:4], predict the reactants needed to synthesize it. The reactants are: CO[C:3]([C:5]1[CH:14]=[CH:13][C:12]2[CH2:11][CH2:10][CH2:9][CH:8]([N:15]3[CH2:20][CH2:19][N:18]([CH3:21])[CH2:17][CH2:16]3)[C:7]=2[CH:6]=1)=[O:4].[F:22][C:23]1[CH:24]=[C:25]([CH:28]=[CH:29][C:30]=1[F:31])[CH2:26][NH2:27].